This data is from Forward reaction prediction with 1.9M reactions from USPTO patents (1976-2016). The task is: Predict the product of the given reaction. (1) Given the reactants [C:1]([O:5][C:6]([N:8]1[CH2:13][CH2:12][CH:11]([NH:14][CH2:15][C:16]2[CH:21]=[CH:20][CH:19]=[CH:18][CH:17]=2)[CH2:10][CH2:9]1)=[O:7])([CH3:4])([CH3:3])[CH3:2].[CH:22]1([CH2:28][C:29](O)=[O:30])[CH2:27][CH2:26][CH2:25][CH2:24][CH2:23]1, predict the reaction product. The product is: [C:1]([O:5][C:6]([N:8]1[CH2:13][CH2:12][CH:11]([N:14]([CH2:15][C:16]2[CH:21]=[CH:20][CH:19]=[CH:18][CH:17]=2)[C:29](=[O:30])[CH2:28][CH:22]2[CH2:27][CH2:26][CH2:25][CH2:24][CH2:23]2)[CH2:10][CH2:9]1)=[O:7])([CH3:4])([CH3:2])[CH3:3]. (2) Given the reactants [NH2:1][C:2]1[C:7]([OH:8])=[C:6]([Cl:9])[CH:5]=[C:4]([F:10])[C:3]=1[N:11]1[C:16](=[O:17])[CH:15]=[C:14]([C:18]([F:21])([F:20])[F:19])[N:13]([CH3:22])[C:12]1=[O:23].[CH2:24](Br)[C:25]([C:27]1[CH:32]=[CH:31][CH:30]=[CH:29][CH:28]=1)=O.C(=O)([O-])[O-].[K+].[K+], predict the reaction product. The product is: [Cl:9][C:6]1[C:7]2[O:8][CH2:24][C:25]([C:27]3[CH:32]=[CH:31][CH:30]=[CH:29][CH:28]=3)=[N:1][C:2]=2[C:3]([N:11]2[C:16](=[O:17])[CH:15]=[C:14]([C:18]([F:21])([F:20])[F:19])[N:13]([CH3:22])[C:12]2=[O:23])=[C:4]([F:10])[CH:5]=1. (3) Given the reactants [NH2:1][C:2]1[CH:7]=[CH:6][C:5]([C:8]([CH3:15])([CH3:14])[CH2:9][NH:10][C:11](=[O:13])[CH3:12])=[C:4]([C:16]2[CH:17]=[N:18][CH:19]=[CH:20][CH:21]=2)[CH:3]=1.[CH3:22][O:23][C:24]1[CH:25]=[C:26]([CH:30]=[CH:31][C:32]=1[O:33][CH3:34])[C:27](Cl)=[O:28].C(N(CC)CC)C, predict the reaction product. The product is: [C:11]([NH:10][CH2:9][C:8]([C:5]1[CH:6]=[CH:7][C:2]([NH:1][C:27](=[O:28])[C:26]2[CH:30]=[CH:31][C:32]([O:33][CH3:34])=[C:24]([O:23][CH3:22])[CH:25]=2)=[CH:3][C:4]=1[C:16]1[CH:17]=[N:18][CH:19]=[CH:20][CH:21]=1)([CH3:15])[CH3:14])(=[O:13])[CH3:12]. (4) Given the reactants [F:1][C:2]1[CH:15]=[CH:14][C:13]([C:16]([F:19])([F:18])[F:17])=[CH:12][C:3]=1/[CH:4]=[N:5]/[S@:6]([C:8]([CH3:11])([CH3:10])[CH3:9])=[O:7].[CH3:20][Mg]Br.C1COCC1, predict the reaction product. The product is: [F:1][C:2]1[CH:15]=[CH:14][C:13]([C:16]([F:19])([F:17])[F:18])=[CH:12][C:3]=1[CH:4]([NH:5][S@:6]([C:8]([CH3:11])([CH3:9])[CH3:10])=[O:7])[CH3:20]. (5) Given the reactants [NH2:1][C:2]1[N:7]=[C:6]([Cl:8])[C:5]([CH2:9][C:10](OCC)=[O:11])=[C:4]([NH:15][CH2:16][C:17]2[N:21]([CH3:22])[N:20]=[C:19]([CH3:23])[CH:18]=2)[N:3]=1.CCN(CC)CC, predict the reaction product. The product is: [NH2:1][C:2]1[N:7]=[C:6]([Cl:8])[C:5]2[CH2:9][C:10](=[O:11])[N:15]([CH2:16][C:17]3[N:21]([CH3:22])[N:20]=[C:19]([CH3:23])[CH:18]=3)[C:4]=2[N:3]=1. (6) Given the reactants [C:1]([O:4][CH2:5][CH2:6][N:7]1[C:19]2[C:18]3[CH:17]=[CH:16][CH:15]=[CH:14][C:13]=3[N:12]=[C:11]([NH:20][C:21](=[O:30])[O:22][CH2:23][C:24]3[CH:29]=[CH:28][CH:27]=[CH:26][CH:25]=3)[C:10]=2[N:9]=[CH:8]1)#[C:2][CH3:3].I[C:32]1[CH:33]=[C:34]([S:39]([NH2:42])(=[O:41])=[O:40])[CH:35]=[CH:36][C:37]=1[CH3:38].[CH2:43](N(CC)CC)C, predict the reaction product. The product is: [CH3:38][C:37]1[CH:36]=[CH:35][C:34]([S:39]([NH:42][CH3:43])(=[O:41])=[O:40])=[CH:33][C:32]=1[C:3]#[C:2][CH2:1][O:4][CH2:5][CH2:6][N:7]1[C:19]2[C:18]3[CH:17]=[CH:16][CH:15]=[CH:14][C:13]=3[N:12]=[C:11]([NH:20][C:21](=[O:30])[O:22][CH2:23][C:24]3[CH:29]=[CH:28][CH:27]=[CH:26][CH:25]=3)[C:10]=2[N:9]=[CH:8]1. (7) The product is: [F:10][C:8]([F:11])([F:9])[C:6]1[C:5]([Cl:12])=[CH:4][C:3]2[N:13]([CH:14]3[CH2:15][CH2:16][N:17]([C:20]([O:22][C:23]([CH3:26])([CH3:25])[CH3:24])=[O:21])[CH2:18][CH2:19]3)[C:28](=[O:30])[NH:1][C:2]=2[CH:7]=1. Given the reactants [NH2:1][C:2]1[CH:7]=[C:6]([C:8]([F:11])([F:10])[F:9])[C:5]([Cl:12])=[CH:4][C:3]=1[NH:13][CH:14]1[CH2:19][CH2:18][N:17]([C:20]([O:22][C:23]([CH3:26])([CH3:25])[CH3:24])=[O:21])[CH2:16][CH2:15]1.Cl[C:28](Cl)([O:30]C(=O)OC(Cl)(Cl)Cl)Cl.C(N(C(C)C)CC)(C)C, predict the reaction product. (8) Given the reactants [N:1]([C:4]1[CH:9]=[C:8]([CH3:10])[C:7]([C:11]2[C:15](=[O:16])[CH2:14][CH:13]([CH2:17][CH2:18][NH:19][C:20]([C:22]3[CH:27]=[CH:26][CH:25]=[CH:24][N:23]=3)=[O:21])[C:12]=2[O:28][CH3:29])=[C:6]([CH3:30])[CH:5]=1)=[N+:2]=[N-:3].C(N(CC)C(C)C)(C)C.[C:40]([Si:42]([CH3:45])([CH3:44])[CH3:43])#[CH:41], predict the reaction product. The product is: [CH3:30][C:6]1[CH:5]=[C:4]([N:1]2[CH:41]=[C:40]([Si:42]([CH3:45])([CH3:44])[CH3:43])[N:3]=[N:2]2)[CH:9]=[C:8]([CH3:10])[C:7]=1[C:11]1[C:15](=[O:16])[CH2:14][CH:13]([CH2:17][CH2:18][NH:19][C:20]([C:22]2[CH:27]=[CH:26][CH:25]=[CH:24][N:23]=2)=[O:21])[C:12]=1[O:28][CH3:29]. (9) Given the reactants [C:1]([O:5][C:6](=[O:24])[NH:7][CH2:8][CH2:9][CH2:10][CH2:11][CH2:12][CH:13](O)[CH:14]=[CH:15][C:16]1[CH:17]=[N:18][C:19]([CH3:22])=[N:20][CH:21]=1)([CH3:4])([CH3:3])[CH3:2].C(O)(=O)CC.Cl.[C:31](OCC)([O:36]CC)([O:33][CH2:34][CH3:35])[CH3:32], predict the reaction product. The product is: [CH2:34]([O:33][C:31](=[O:36])[CH2:32][CH:15]([C:16]1[CH:17]=[N:18][C:19]([CH3:22])=[N:20][CH:21]=1)[CH:14]=[CH:13][CH2:12][CH2:11][CH2:10][CH2:9][CH2:8][NH:7][C:6]([O:5][C:1]([CH3:4])([CH3:3])[CH3:2])=[O:24])[CH3:35].